From a dataset of Rat liver microsome stability data. Regression/Classification. Given a drug SMILES string, predict its absorption, distribution, metabolism, or excretion properties. Task type varies by dataset: regression for continuous measurements (e.g., permeability, clearance, half-life) or binary classification for categorical outcomes (e.g., BBB penetration, CYP inhibition). Dataset: rlm. (1) The molecule is C[C@@H]1OCC2(CCN(c3nc4nnc(-c5cccc(Cl)c5Cl)c-4c(O)n3C)CC2)[C@@H]1N. The result is 0 (unstable in rat liver microsomes). (2) The drug is Cc1ccc(S(=O)(=O)Nc2cnccc2C(=O)Nc2ccc(-n3cncn3)cc2)cc1. The result is 1 (stable in rat liver microsomes). (3) The drug is Cc1nc2c(-c3ccccc3)cnn2c(N)c1-c1ccccc1. The result is 0 (unstable in rat liver microsomes). (4) The drug is COc1ccc(CCNc2ncnc3onc(C)c23)c(OC)c1. The result is 1 (stable in rat liver microsomes). (5) The molecule is CCOc1ccccc1C(=O)Nc1ccccc1C(=O)Nc1cccc(C(F)(F)F)c1. The result is 1 (stable in rat liver microsomes).